From a dataset of Peptide-MHC class II binding affinity with 134,281 pairs from IEDB. Regression. Given a peptide amino acid sequence and an MHC pseudo amino acid sequence, predict their binding affinity value. This is MHC class II binding data. (1) The peptide sequence is PISVTAPPPQLPRPP. The MHC is DRB1_1602 with pseudo-sequence DRB1_1602. The binding affinity (normalized) is 0.160. (2) The peptide sequence is MKTVGDKLEAFTVVAAKPGF. The MHC is DRB1_1501 with pseudo-sequence DRB1_1501. The binding affinity (normalized) is 0.427. (3) The peptide sequence is QWHKEGSSIGKLFTQ. The MHC is HLA-DQA10501-DQB10302 with pseudo-sequence HLA-DQA10501-DQB10302. The binding affinity (normalized) is 0.281. (4) The peptide sequence is EEDIEKIPIQEEEY. The MHC is HLA-DPA10201-DPB10101 with pseudo-sequence HLA-DPA10201-DPB10101. The binding affinity (normalized) is 0.555. (5) The peptide sequence is DDGRNIAWDNDKLES. The MHC is HLA-DPA10201-DPB10101 with pseudo-sequence HLA-DPA10201-DPB10101. The binding affinity (normalized) is 0.388. (6) The peptide sequence is SSKVTITDTTIGTGD. The MHC is DRB3_0202 with pseudo-sequence DRB3_0202. The binding affinity (normalized) is 0. (7) The peptide sequence is YDRFLANVSTVLTGK. The MHC is DRB3_0202 with pseudo-sequence DRB3_0202. The binding affinity (normalized) is 0.923.